Dataset: Catalyst prediction with 721,799 reactions and 888 catalyst types from USPTO. Task: Predict which catalyst facilitates the given reaction. (1) Reactant: [F:1][C:2]1[CH:7]=[CH:6][C:5]([N:8]=[C:9]=[O:10])=[C:4]([CH3:11])[CH:3]=1.Cl.[N:13]1([CH2:19][CH:20]([N:24]2[CH:28]=[C:27]([C:29]3[C:30]4[CH:37]=[CH:36][N:35](COCC[Si](C)(C)C)[C:31]=4[N:32]=[CH:33][N:34]=3)[CH:26]=[N:25]2)[CH2:21][C:22]#[N:23])[CH2:18][CH2:17][NH:16][CH2:15][CH2:14]1.C(N(CC)CC)C. Product: [N:32]1[C:31]2[NH:35][CH:36]=[CH:37][C:30]=2[C:29]([C:27]2[CH:26]=[N:25][N:24]([CH:20]([CH2:21][C:22]#[N:23])[CH2:19][N:13]3[CH2:18][CH2:17][N:16]([C:9]([NH:8][C:5]4[CH:6]=[CH:7][C:2]([F:1])=[CH:3][C:4]=4[CH3:11])=[O:10])[CH2:15][CH2:14]3)[CH:28]=2)=[N:34][CH:33]=1. The catalyst class is: 1. (2) Reactant: [Cl:1][C:2]1[N:7]=[C:6]([N:8]2[CH2:13][CH2:12][S:11][CH2:10][CH2:9]2)[CH:5]=[N:4][CH:3]=1.C1C(=O)N([Br:21])C(=O)C1. Product: [Br:21][C:3]1[N:4]=[CH:5][C:6]([N:8]2[CH2:9][CH2:10][S:11][CH2:12][CH2:13]2)=[N:7][C:2]=1[Cl:1]. The catalyst class is: 22. (3) Reactant: [CH3:1][O:2][C:3]1[CH:8]=[CH:7][CH:6]=[CH:5][C:4]=1[CH:9]([CH3:22])[CH2:10][N:11]1C(=O)C2C(=CC=CC=2)C1=O.NN. Product: [CH3:1][O:2][C:3]1[CH:8]=[CH:7][CH:6]=[CH:5][C:4]=1[CH:9]([CH3:22])[CH2:10][NH2:11]. The catalyst class is: 5. (4) Reactant: [OH:1][C:2]1[C:7]([C:8]([NH:10][CH:11]([C:26]2[CH:31]=[CH:30][CH:29]=[CH:28][CH:27]=2)[C:12]2[CH:17]=[CH:16][C:15]([P:18]([CH2:23][CH2:24][CH3:25])(=[O:22])[O:19]CC)=[CH:14][CH:13]=2)=[O:9])=[CH:6][N:5]=[C:4]([N:32]2[CH:36]=[CH:35][CH:34]=[N:33]2)[N:3]=1.[OH-].[Na+]. Product: [OH:1][C:2]1[C:7]([C:8]([NH:10][CH:11]([C:26]2[CH:27]=[CH:28][CH:29]=[CH:30][CH:31]=2)[C:12]2[CH:13]=[CH:14][C:15]([P:18]([CH2:23][CH2:24][CH3:25])(=[O:19])[OH:22])=[CH:16][CH:17]=2)=[O:9])=[CH:6][N:5]=[C:4]([N:32]2[CH:36]=[CH:35][CH:34]=[N:33]2)[N:3]=1. The catalyst class is: 12. (5) Reactant: [CH:1]1[C:6]([CH2:7][Cl:8])=[CH:5][CH:4]=[C:3](/[C:9](/Cl)=[N:10]\[OH:11])[CH:2]=1.CO[CH:15]=[CH:16][C:17]([O:19][CH3:20])=[O:18].C(N(CC)CC)C.O. Product: [Cl:8][CH2:7][C:6]1[CH:5]=[CH:4][C:3]([C:9]2[C:16]([C:17]([O:19][CH3:20])=[O:18])=[CH:15][O:11][N:10]=2)=[CH:2][CH:1]=1. The catalyst class is: 4. (6) Reactant: [OH:1][CH:2]1[CH2:6][C:5](=[O:7])[CH:4]=[CH:3]1.C(N(CC)CC)C.[C:15](Cl)(=[O:22])[C:16]1[CH:21]=[CH:20][CH:19]=[CH:18][CH:17]=1. Product: [C:15]([O:7][CH:5]1[CH2:6][C:2](=[O:1])[CH:3]=[CH:4]1)(=[O:22])[C:16]1[CH:21]=[CH:20][CH:19]=[CH:18][CH:17]=1. The catalyst class is: 2. (7) Reactant: [CH3:1][C:2]1[CH:19]=[CH:18][C:5]([CH2:6][C:7]2[O:11][N:10]=[C:9]([C@H:12]3[CH2:16][CH2:15][C@H:14]([NH2:17])[CH2:13]3)[N:8]=2)=[CH:4][CH:3]=1.CCN(C(C)C)C(C)C.Cl[C:30]1[N:35]=[CH:34][N:33]=[C:32]2[N:36](C3CCCCO3)[N:37]=[CH:38][C:31]=12. Product: [CH3:1][C:2]1[CH:3]=[CH:4][C:5]([CH2:6][C:7]2[O:11][N:10]=[C:9]([C@H:12]3[CH2:16][CH2:15][C@H:14]([NH:17][C:30]4[N:35]=[CH:34][N:33]=[C:32]5[NH:36][N:37]=[CH:38][C:31]=45)[CH2:13]3)[N:8]=2)=[CH:18][CH:19]=1. The catalyst class is: 51.